From a dataset of Catalyst prediction with 721,799 reactions and 888 catalyst types from USPTO. Predict which catalyst facilitates the given reaction. (1) Reactant: [OH:1][C@H:2]1[C:11](=[O:12])[C:10]2[CH2:9][CH2:8][C:7]3[NH:13][C:14]([CH3:16])=[N:15][C:6]=3[C:5]=2[NH:4][C@@H:3]1[C:17]1[CH:22]=[CH:21][CH:20]=[CH:19][CH:18]=1. Product: [OH:1][C@H:2]1[C:11](=[O:12])[C:10]2[CH:9]=[CH:8][C:7]3[NH:13][C:14]([CH3:16])=[N:15][C:6]=3[C:5]=2[NH:4][C@@H:3]1[C:17]1[CH:18]=[CH:19][CH:20]=[CH:21][CH:22]=1. The catalyst class is: 327. (2) Reactant: [Cl:1][C:2]1[N:7]=[CH:6][C:5]([C:8]2[CH:17]=[CH:16][C:11]([C:12]([O:14]C)=[O:13])=[CH:10][CH:9]=2)=[CH:4][CH:3]=1.O[Li].O. Product: [Cl:1][C:2]1[N:7]=[CH:6][C:5]([C:8]2[CH:17]=[CH:16][C:11]([C:12]([OH:14])=[O:13])=[CH:10][CH:9]=2)=[CH:4][CH:3]=1. The catalyst class is: 20. (3) Reactant: [CH2:1]([S:3][C:4]1[N:9]=[N:8][C:7]([C:10]([OH:12])=O)=[CH:6][CH:5]=1)[CH3:2].C1N=CN(C(N2C=NC=C2)=O)C=1.Cl.[NH2:26][CH2:27][C:28]1[CH:29]=[C:30]2[C:34](=[CH:35][CH:36]=1)[C:33](=[O:37])[N:32]([C:38]1([CH3:46])[CH2:43][CH2:42][C:41](=[O:44])[NH:40][C:39]1=[O:45])[C:31]2=[O:47].O. Product: [CH3:46][C:38]1([N:32]2[C:31](=[O:47])[C:30]3[C:34](=[CH:35][CH:36]=[C:28]([CH2:27][NH:26][C:10]([C:7]4[N:8]=[N:9][C:4]([S:3][CH2:1][CH3:2])=[CH:5][CH:6]=4)=[O:12])[CH:29]=3)[C:33]2=[O:37])[CH2:43][CH2:42][C:41](=[O:44])[NH:40][C:39]1=[O:45]. The catalyst class is: 9. (4) Reactant: [N+:1]([C:4]1[CH:5]=[C:6]2[C:10](=[CH:11][CH:12]=1)[NH:9][NH:8][C:7]2=[O:13])([O-:3])=[O:2].[C:14]([O:18][C:19](O[C:19]([O:18][C:14]([CH3:17])([CH3:16])[CH3:15])=[O:20])=[O:20])([CH3:17])([CH3:16])[CH3:15]. Product: [C:14]([O:18][C:19]([N:9]1[C:10]2[C:6](=[CH:5][C:4]([N+:1]([O-:3])=[O:2])=[CH:12][CH:11]=2)[C:7](=[O:13])[NH:8]1)=[O:20])([CH3:17])([CH3:16])[CH3:15]. The catalyst class is: 64. (5) Reactant: [CH3:1][C:2]1([CH3:21])[CH2:7][CH:6]([NH:8][C:9]2[C:14]([C:15]([NH2:17])=[O:16])=[CH:13][N:12]=[C:11](Cl)[N:10]=2)[CH2:5][C:4]([CH3:20])([CH3:19])[NH:3]1.[CH:22]1([C:25]2[C:30]([N:31]3[CH:35]=[N:34][N:33]=[N:32]3)=[CH:29][C:28]([NH2:36])=[C:27]([F:37])[CH:26]=2)[CH2:24][CH2:23]1. Product: [CH3:1][C:2]1([CH3:21])[CH2:7][CH:6]([NH:8][C:9]2[C:14]([C:15]([NH2:17])=[O:16])=[CH:13][N:12]=[C:11]([NH:36][C:28]3[CH:29]=[C:30]([N:31]4[CH:35]=[N:34][N:33]=[N:32]4)[C:25]([CH:22]4[CH2:23][CH2:24]4)=[CH:26][C:27]=3[F:37])[N:10]=2)[CH2:5][C:4]([CH3:20])([CH3:19])[NH:3]1. The catalyst class is: 41. (6) Reactant: [NH2:1][C:2]([C:7]([OH:9])=[O:8])([CH2:5][CH3:6])[CH2:3][CH3:4].[OH-].[Na+].[C:12](O[C:12]([O:14][C:15]([CH3:18])([CH3:17])[CH3:16])=[O:13])([O:14][C:15]([CH3:18])([CH3:17])[CH3:16])=[O:13]. Product: [C:15]([O:14][C:12]([NH:1][C:2]([CH2:5][CH3:6])([CH2:3][CH3:4])[C:7]([OH:9])=[O:8])=[O:13])([CH3:18])([CH3:17])[CH3:16]. The catalyst class is: 12.